Dataset: M1 muscarinic receptor antagonist screen with 61,756 compounds. Task: Binary Classification. Given a drug SMILES string, predict its activity (active/inactive) in a high-throughput screening assay against a specified biological target. (1) The result is 0 (inactive). The compound is s1c2n(nc1c1ccccc1)c(cc(=O)n2)C(OC)=O. (2) The drug is S(C=1NC2=C(C(C1C#N)c1cc3OCOc3cc1)C(=O)CCC2)CC(=O)Nc1c(cc(cc1)C)C. The result is 0 (inactive). (3) The result is 0 (inactive). The compound is O1C(CCC1)CNC(=O)C1C(N(C(=O)c2c1cc(OC)c(OC)c2)C)c1cc(OC)c(OC)cc1. (4) The result is 0 (inactive). The drug is S(=O)(=O)(N1CCC(N2CCCCC2)CC1)c1cc2n(c(=O)c(=O)n(c2cc1)C)C. (5) The compound is O(c1c(C(N2CCc3c(C2)cccc3)c2n(nnn2)CCOC)cccc1)C. The result is 0 (inactive). (6) The molecule is O=C(Nc1n(c(=O)n(c(=O)c1)C)C)CCc1ccccc1. The result is 0 (inactive). (7) The compound is O(c1cc(CCNC(=O)c2c(NC(=O)c3occc3)cccc2)ccc1OC)C. The result is 0 (inactive).